From a dataset of Full USPTO retrosynthesis dataset with 1.9M reactions from patents (1976-2016). Predict the reactants needed to synthesize the given product. (1) Given the product [F:32][C:31]([F:34])([F:33])[C:29]1[CH:28]=[CH:27][N:26]=[C:25]([NH:2][C:3]2[CH:4]=[C:5]([CH:21]=[CH:22][CH:23]=2)[CH2:6][NH:7][C:8]2[C:17]3[C:12](=[C:13]([C:18]([NH2:20])=[O:19])[CH:14]=[CH:15][CH:16]=3)[N:11]=[CH:10][N:9]=2)[CH:30]=1, predict the reactants needed to synthesize it. The reactants are: Cl.[NH2:2][C:3]1[CH:4]=[C:5]([CH:21]=[CH:22][CH:23]=1)[CH2:6][NH:7][C:8]1[C:17]2[C:12](=[C:13]([C:18]([NH2:20])=[O:19])[CH:14]=[CH:15][CH:16]=2)[N:11]=[CH:10][N:9]=1.Cl[C:25]1[CH:30]=[C:29]([C:31]([F:34])([F:33])[F:32])[CH:28]=[CH:27][N:26]=1. (2) Given the product [ClH:1].[CH3:8][C:9]1[N:10]([NH:37][C:38](=[O:45])[C:39]2[CH:44]=[CH:43][N:42]=[CH:41][CH:40]=2)[C:11]([C:31]2[CH:36]=[CH:35][CH:34]=[CH:33][CH:32]=2)=[CH:12][C:13]=1[CH2:14][N:15]1[CH2:20][CH2:19][N:18]([C:21]2[CH:26]=[CH:25][CH:24]=[C:23]([C:27]([F:30])([F:28])[F:29])[CH:22]=2)[CH2:17][CH2:16]1, predict the reactants needed to synthesize it. The reactants are: [ClH:1].CCOC(C)=O.[CH3:8][C:9]1[N:10]([NH:37][C:38](=[O:45])[C:39]2[CH:44]=[CH:43][N:42]=[CH:41][CH:40]=2)[C:11]([C:31]2[CH:36]=[CH:35][CH:34]=[CH:33][CH:32]=2)=[CH:12][C:13]=1[CH2:14][N:15]1[CH2:20][CH2:19][N:18]([C:21]2[CH:26]=[CH:25][CH:24]=[C:23]([C:27]([F:30])([F:29])[F:28])[CH:22]=2)[CH2:17][CH2:16]1.Cl. (3) Given the product [OH:13][CH2:12][C@H:9]1[CH2:10][CH2:11][C@H:6]([CH2:5][C:4]([O:3][CH2:1][CH3:2])=[O:15])[CH2:7][CH2:8]1, predict the reactants needed to synthesize it. The reactants are: [CH2:1]([O:3][C:4](=[O:15])[CH2:5][C@H:6]1[CH2:11][CH2:10][C@H:9]([C:12](O)=[O:13])[CH2:8][CH2:7]1)[CH3:2]. (4) The reactants are: [CH3:1][O:2][C:3](=[O:29])[C:4]([NH:18]C(OCC1C=CC=CC=1)=O)=[CH:5][C:6]1[CH:7]=[C:8]2[C:12](=[C:13]([CH3:15])[CH:14]=1)[NH:11][CH:10]=[C:9]2[C:16]#[N:17]. Given the product [CH3:1][O:2][C:3](=[O:29])[CH:4]([NH2:18])[CH2:5][C:6]1[CH:7]=[C:8]2[C:12](=[C:13]([CH3:15])[CH:14]=1)[NH:11][CH:10]=[C:9]2[C:16]#[N:17], predict the reactants needed to synthesize it.